From a dataset of NCI-60 drug combinations with 297,098 pairs across 59 cell lines. Regression. Given two drug SMILES strings and cell line genomic features, predict the synergy score measuring deviation from expected non-interaction effect. Drug 1: C1CCC(C1)C(CC#N)N2C=C(C=N2)C3=C4C=CNC4=NC=N3. Drug 2: C1CC(=O)NC(=O)C1N2C(=O)C3=CC=CC=C3C2=O. Cell line: SK-MEL-28. Synergy scores: CSS=-3.72, Synergy_ZIP=2.85, Synergy_Bliss=3.90, Synergy_Loewe=-0.299, Synergy_HSA=-0.600.